Dataset: Full USPTO retrosynthesis dataset with 1.9M reactions from patents (1976-2016). Task: Predict the reactants needed to synthesize the given product. (1) Given the product [OH:51][C@H:25]([CH2:24][O:23][C:22]1[CH:21]=[CH:20][C:19]([OH:18])=[CH:53][CH:52]=1)[CH2:26][NH:27][CH2:28][CH2:29][C:30]1[CH:50]=[CH:49][C:33]([NH:34][CH:35]2[CH2:36][CH2:37][N:38]([C:41]([C:43]3[S:44][CH:45]=[CH:46][C:47]=3[CH3:48])=[O:42])[CH2:39][CH2:40]2)=[CH:32][CH:31]=1, predict the reactants needed to synthesize it. The reactants are: [Si]([O:18][C:19]1[CH:53]=[CH:52][C:22]([O:23][CH2:24][C@@H:25]([OH:51])[CH2:26][NH:27][CH2:28][CH2:29][C:30]2[CH:50]=[CH:49][C:33]([NH:34][CH:35]3[CH2:40][CH2:39][N:38]([C:41]([C:43]4[S:44][CH:45]=[CH:46][C:47]=4[CH3:48])=[O:42])[CH2:37][CH2:36]3)=[CH:32][CH:31]=2)=[CH:21][CH:20]=1)(C(C)(C)C)(C1C=CC=CC=1)C1C=CC=CC=1. (2) Given the product [CH:16]1([N:5]2[C:4]3[N:3]=[C:2]([C:22]#[C:21][C:23]4[CH:28]=[CH:27][CH:26]=[CH:25][CH:24]=4)[N:11]=[CH:10][C:9]=3[N:8]([CH3:12])[C:7](=[O:13])[C@H:6]2[CH2:14][CH3:15])[CH2:20][CH2:19][CH2:18][CH2:17]1, predict the reactants needed to synthesize it. The reactants are: Cl[C:2]1[N:11]=[CH:10][C:9]2[N:8]([CH3:12])[C:7](=[O:13])[C@@H:6]([CH2:14][CH3:15])[N:5]([CH:16]3[CH2:20][CH2:19][CH2:18][CH2:17]3)[C:4]=2[N:3]=1.[C:21]([C:23]1[CH:28]=[CH:27][CH:26]=[CH:25][CH:24]=1)#[CH:22].CCN(CC)CC. (3) Given the product [N:21]1[CH:26]=[CH:25][C:24]([C:2]2[CH:20]=[CH:19][C:5]([C:6]([NH:8][C:9]3[CH:18]=[C:17]4[C:12]([CH:13]=[CH:14][CH:15]=[N:16]4)=[CH:11][CH:10]=3)=[O:7])=[CH:4][CH:3]=2)=[CH:23][CH:22]=1, predict the reactants needed to synthesize it. The reactants are: Br[C:2]1[CH:20]=[CH:19][C:5]([C:6]([NH:8][C:9]2[CH:18]=[C:17]3[C:12]([CH:13]=[CH:14][CH:15]=[N:16]3)=[CH:11][CH:10]=2)=[O:7])=[CH:4][CH:3]=1.[N:21]1[CH:26]=[CH:25][C:24](B(O)O)=[CH:23][CH:22]=1. (4) Given the product [CH2:5]([O:8][C:9]([C:11]1[N:12]([NH:16][CH2:21][C:20]2[CH:23]=[CH:24][C:25]([F:26])=[C:18]([Cl:17])[CH:19]=2)[CH:13]=[CH:14][CH:15]=1)=[O:10])[CH:6]=[CH2:7], predict the reactants needed to synthesize it. The reactants are: C([BH3-])#N.[Na+].[CH2:5]([O:8][C:9]([C:11]1[N:12]([NH2:16])[CH:13]=[CH:14][CH:15]=1)=[O:10])[CH:6]=[CH2:7].[Cl:17][C:18]1[CH:19]=[C:20]([CH:23]=[CH:24][C:25]=1[F:26])[CH:21]=O.C(O)(=O)C.